This data is from Full USPTO retrosynthesis dataset with 1.9M reactions from patents (1976-2016). The task is: Predict the reactants needed to synthesize the given product. Given the product [CH2:35]([N:13]1[C:14]2[C:19](=[CH:18][C:17]([S:22][CH2:23][CH2:24][CH2:25][C:26]3[CH:27]=[CH:28][C:29]([C:30]([OH:32])=[O:31])=[CH:33][CH:34]=3)=[CH:16][CH:15]=2)[C:20](=[N:10][NH:9][C:7]([N:1]2[CH2:6][CH2:5][O:4][CH2:3][CH2:2]2)=[O:8])[C:12]1=[O:11])[CH2:36][CH2:37][CH2:38][CH2:39][CH3:40], predict the reactants needed to synthesize it. The reactants are: [N:1]1([C:7]([NH:9][NH2:10])=[O:8])[CH2:6][CH2:5][O:4][CH2:3][CH2:2]1.[O:11]=[C:12]1[C:20](=O)[C:19]2[C:14](=[CH:15][CH:16]=[C:17]([S:22][CH2:23][CH2:24][CH2:25][C:26]3[CH:34]=[CH:33][C:29]([C:30]([OH:32])=[O:31])=[CH:28][CH:27]=3)[CH:18]=2)[N:13]1[CH2:35][CH2:36][CH2:37][CH2:38][CH2:39][CH3:40].